This data is from Full USPTO retrosynthesis dataset with 1.9M reactions from patents (1976-2016). The task is: Predict the reactants needed to synthesize the given product. (1) Given the product [CH:26]1([NH:25][C:23](=[O:24])[C:21]2[CH:20]=[CH:19][C:18]([CH3:29])=[C:17]([N:16]3[C:14](=[O:15])[C:13]4[C:12](=[CH:33][C:32]([N:34]5[CH2:35][CH2:36][N:37]([CH3:40])[CH2:38][CH2:39]5)=[CH:31][CH:30]=4)[N:11]=[CH:1]3)[CH:22]=2)[CH2:28][CH2:27]1, predict the reactants needed to synthesize it. The reactants are: [CH2:1](OC(OCC)OCC)C.[NH2:11][C:12]1[CH:33]=[C:32]([N:34]2[CH2:39][CH2:38][N:37]([CH3:40])[CH2:36][CH2:35]2)[CH:31]=[CH:30][C:13]=1[C:14]([NH:16][C:17]1[CH:22]=[C:21]([C:23]([NH:25][CH:26]2[CH2:28][CH2:27]2)=[O:24])[CH:20]=[CH:19][C:18]=1[CH3:29])=[O:15].Cl.C(=O)(O)[O-].[Na+]. (2) The reactants are: C([O:4][CH2:5][C@H:6]([N:8]1[CH:17]=[CH:16][C:15]2[C:10](=[CH:11][CH:12]=[C:13]([Cl:30])[C:14]=2[C:18](=[O:29])[NH:19][CH2:20][C:21]2([OH:28])[CH2:27][CH2:26][CH2:25][CH2:24][CH2:23][CH2:22]2)[C:9]1=[O:31])[CH3:7])(=O)C.C(=O)([O-])[O-].[K+].[K+].CO. Given the product [Cl:30][C:13]1[CH:12]=[CH:11][C:10]2[C:9](=[O:31])[N:8]([C@H:6]([CH3:7])[CH2:5][OH:4])[CH:17]=[CH:16][C:15]=2[C:14]=1[C:18]([NH:19][CH2:20][C:21]1([OH:28])[CH2:27][CH2:26][CH2:25][CH2:24][CH2:23][CH2:22]1)=[O:29], predict the reactants needed to synthesize it.